From a dataset of Full USPTO retrosynthesis dataset with 1.9M reactions from patents (1976-2016). Predict the reactants needed to synthesize the given product. (1) The reactants are: [CH2:1]([N:4]1[C:8]([Br:9])=[C:7]([N+:10]([O-:12])=[O:11])[C:6]([Br:13])=[N:5]1)[CH2:2][CH3:3].[CH2:14]([NH2:21])[C:15]1[CH:20]=[CH:19][CH:18]=[CH:17][CH:16]=1. Given the product [CH2:14]([NH:21][C:8]1[N:4]([CH2:1][CH2:2][CH3:3])[N:5]=[C:6]([Br:13])[C:7]=1[N+:10]([O-:12])=[O:11])[C:15]1[CH:20]=[CH:19][CH:18]=[CH:17][CH:16]=1.[Br:9][C:8]1[C:7]([N+:10]([O-:12])=[O:11])=[C:6]([Br:13])[NH:5][N:4]=1, predict the reactants needed to synthesize it. (2) Given the product [CH3:21][O:20][C:17]1[CH:18]=[CH:19][C:14]([CH2:13][O:1][C:2]2[CH:3]=[C:4]([CH:9]=[CH:10][CH:11]=2)[C:5]([O:7][CH3:8])=[O:6])=[CH:15][CH:16]=1, predict the reactants needed to synthesize it. The reactants are: [OH:1][C:2]1[CH:3]=[C:4]([CH:9]=[CH:10][CH:11]=1)[C:5]([O:7][CH3:8])=[O:6].Cl[CH2:13][C:14]1[CH:19]=[CH:18][C:17]([O:20][CH3:21])=[CH:16][CH:15]=1.C([O-])([O-])=O.[K+].[K+].